Dataset: Peptide-MHC class I binding affinity with 185,985 pairs from IEDB/IMGT. Task: Regression. Given a peptide amino acid sequence and an MHC pseudo amino acid sequence, predict their binding affinity value. This is MHC class I binding data. (1) The peptide sequence is ILSDENYLL. The binding affinity (normalized) is 1.00. The MHC is HLA-A02:02 with pseudo-sequence HLA-A02:02. (2) The peptide sequence is FMRMAWGGSY. The MHC is Mamu-B17 with pseudo-sequence Mamu-B17. The binding affinity (normalized) is 0.428. (3) The MHC is HLA-A02:06 with pseudo-sequence HLA-A02:06. The peptide sequence is LMDENTYAM. The binding affinity (normalized) is 1.00. (4) The peptide sequence is ALLSCISVPV. The MHC is HLA-A02:02 with pseudo-sequence HLA-A02:02. The binding affinity (normalized) is 0.657. (5) The peptide sequence is CEKMALYDV. The MHC is H-2-Kk with pseudo-sequence H-2-Kk. The binding affinity (normalized) is 0.708. (6) The peptide sequence is DSKGISHFY. The MHC is HLA-A01:01 with pseudo-sequence HLA-A01:01. The binding affinity (normalized) is 0.297.